Dataset: Full USPTO retrosynthesis dataset with 1.9M reactions from patents (1976-2016). Task: Predict the reactants needed to synthesize the given product. Given the product [F:19][C:14]1[CH:13]=[C:12]([C@H:11]2[CH2:10][O:9][C:8](=[O:20])[N:7]2[CH2:6][CH2:5][CH2:4][CH2:3][CH2:2][N:35]2[CH2:36][CH2:37][CH:32]([C:28]3[CH:27]=[C:26]([NH:25][C:23](=[O:24])[CH:22]([CH3:21])[CH3:38])[CH:31]=[CH:30][CH:29]=3)[CH2:33][CH2:34]2)[CH:17]=[CH:16][C:15]=1[F:18], predict the reactants needed to synthesize it. The reactants are: Cl[CH2:2][CH2:3][CH2:4][CH2:5][CH2:6][N:7]1[C@@H:11]([C:12]2[CH:17]=[CH:16][C:15]([F:18])=[C:14]([F:19])[CH:13]=2)[CH2:10][O:9][C:8]1=[O:20].[CH3:21][CH:22]([CH3:38])[C:23]([NH:25][C:26]1[CH:31]=[CH:30][CH:29]=[C:28]([CH:32]2[CH2:37][CH2:36][NH:35][CH2:34][CH2:33]2)[CH:27]=1)=[O:24].